From a dataset of Forward reaction prediction with 1.9M reactions from USPTO patents (1976-2016). Predict the product of the given reaction. (1) Given the reactants Br[C:2]1[S:10][C:9]2[C:8](=[O:11])[N:7]([C:12]3[CH:17]=[CH:16][C:15]([N:18]4[CH2:22][CH2:21][C@@H:20]([N:23]([CH3:25])[CH3:24])[CH2:19]4)=[CH:14][CH:13]=3)[CH:6]=[N:5][C:4]=2[CH:3]=1.[NH:26]1[CH2:31][CH2:30][CH2:29][CH2:28][CH2:27]1.O, predict the reaction product. The product is: [CH3:24][N:23]([CH3:25])[C@@H:20]1[CH2:21][CH2:22][N:18]([C:15]2[CH:16]=[CH:17][C:12]([N:7]3[C:8](=[O:11])[C:9]4[S:10][C:2]([N:26]5[CH2:31][CH2:30][CH2:29][CH2:28][CH2:27]5)=[CH:3][C:4]=4[N:5]=[CH:6]3)=[CH:13][CH:14]=2)[CH2:19]1. (2) Given the reactants Cl[C:2]1[CH:7]=[N:6][N:5]([CH3:8])[C:4](=[O:9])[CH:3]=1.[I:10][C:11]1[N:12]=[C:13]([CH3:17])[NH:14][C:15]=1[CH3:16], predict the reaction product. The product is: [I:10][C:11]1[N:12]=[C:13]([CH3:17])[N:14]([C:2]2[CH:7]=[N:6][N:5]([CH3:8])[C:4](=[O:9])[CH:3]=2)[C:15]=1[CH3:16]. (3) Given the reactants [Cl:1][C:2]1[CH:3]=[C:4]([C:26]([O:28]C)=[O:27])[C:5]([CH3:25])=[C:6]([CH:24]=1)[O:7][CH:8]1[CH2:13][CH2:12][N:11]([C:14]([O:16][CH2:17][C:18]2[CH:23]=[CH:22][CH:21]=[CH:20][CH:19]=2)=[O:15])[CH2:10][CH2:9]1.[OH-].[Na+].Cl, predict the reaction product. The product is: [CH2:17]([O:16][C:14]([N:11]1[CH2:10][CH2:9][CH:8]([O:7][C:6]2[C:5]([CH3:25])=[C:4]([CH:3]=[C:2]([Cl:1])[CH:24]=2)[C:26]([OH:28])=[O:27])[CH2:13][CH2:12]1)=[O:15])[C:18]1[CH:19]=[CH:20][CH:21]=[CH:22][CH:23]=1. (4) Given the reactants [C:1]([CH2:4][C@H:5]1[CH2:17][C:16]2[C:15]3[C:14]([O:18][CH:19]4[CH2:24][CH2:23][CH:22]([NH:25]C(=O)OC(C)(C)C)[CH2:21][CH2:20]4)=[N:13][CH:12]=[N:11][C:10]=3[S:9][C:8]=2[CH2:7][CH2:6]1)(=[O:3])[NH2:2].[ClH:33], predict the reaction product. The product is: [ClH:33].[NH2:25][CH:22]1[CH2:23][CH2:24][CH:19]([O:18][C:14]2[C:15]3[C:16]4[CH2:17][C@H:5]([CH2:4][C:1]([NH2:2])=[O:3])[CH2:6][CH2:7][C:8]=4[S:9][C:10]=3[N:11]=[CH:12][N:13]=2)[CH2:20][CH2:21]1. (5) Given the reactants [Cl:1][C:2]1[N:11]=[C:10](Cl)[C:9]2[C:4](=[CH:5][CH:6]=[C:7]([O:13][C:14]3[CH:19]=[CH:18][C:17]([F:20])=[CH:16][C:15]=3[F:21])[CH:8]=2)[N:3]=1.[NH3:22], predict the reaction product. The product is: [Cl:1][C:2]1[N:11]=[C:10]([NH2:22])[C:9]2[C:4](=[CH:5][CH:6]=[C:7]([O:13][C:14]3[CH:19]=[CH:18][C:17]([F:20])=[CH:16][C:15]=3[F:21])[CH:8]=2)[N:3]=1. (6) The product is: [O:37]1[CH2:38][CH2:39][N:34]([CH2:1][C:3]2[CH:8]=[CH:7][C:6]([C:9]3[CH:10]=[CH:11][C:12]([CH2:15][CH2:16][C:17]([C:19]4[O:20][C:21]([C:24]5[N:29]=[C:28]([C:30]([O:32][CH3:33])=[O:31])[CH:27]=[CH:26][CH:25]=5)=[CH:22][N:23]=4)=[O:18])=[CH:13][CH:14]=3)=[CH:5][CH:4]=2)[CH2:35][CH2:36]1. Given the reactants [CH:1]([C:3]1[CH:8]=[CH:7][C:6]([C:9]2[CH:14]=[CH:13][C:12]([CH2:15][CH2:16][C:17]([C:19]3[O:20][C:21]([C:24]4[N:29]=[C:28]([C:30]([O:32][CH3:33])=[O:31])[CH:27]=[CH:26][CH:25]=4)=[CH:22][N:23]=3)=[O:18])=[CH:11][CH:10]=2)=[CH:5][CH:4]=1)=O.[NH:34]1[CH2:39][CH2:38][O:37][CH2:36][CH2:35]1.[BH-](OC(C)=O)(OC(C)=O)OC(C)=O.[Na+], predict the reaction product. (7) Given the reactants FC(F)(F)C([O-])=O.OC1C=CC=CC=1/C=[N:12]\[C@@H:13]1[C:20](=[O:21])[N:19]2[CH:14]1[S:15][CH2:16][C:17]([S:34][C:35]1[S:36][CH:37]=[C:38]([C:40]3[CH:45]=[CH:44][N+:43]([CH3:46])=[CH:42][CH:41]=3)[N:39]=1)=[C:18]2[C:22]([O:24]CC1C=CC(OC)=CC=1)=[O:23].O.CS(O[C:57](=[O:73])/[C:58](/[C:63]1[N:67]=[C:66]([NH:68][P:69]([OH:72])([OH:71])=[O:70])[S:65][N:64]=1)=[N:59]\[O:60][CH2:61][CH3:62])(=O)=O.ClCCl, predict the reaction product. The product is: [CH2:61]([O:60]/[N:59]=[C:58](/[C:63]1[N:67]=[C:66]([NH:68][P:69]([OH:71])([OH:72])=[O:70])[S:65][N:64]=1)\[C:57]([NH:12][C@@H:13]1[C:20](=[O:21])[N:19]2[C@@H:14]1[S:15][CH2:16][C:17]([S:34][C:35]1[S:36][CH:37]=[C:38]([C:40]3[CH:45]=[CH:44][N+:43]([CH3:46])=[CH:42][CH:41]=3)[N:39]=1)=[C:18]2[C:22]([O-:24])=[O:23])=[O:73])[CH3:62].